Predict the reaction yield, written as a fraction of the theoretical maximum amount of product (1.0 means a 100% yield; for example, 0.34 means a 34% yield). From a dataset of Reaction yield outcomes from USPTO patents with 853,638 reactions. (1) The reactants are [CH3:1][C:2]1[N:7]=[C:6]([CH2:8][CH2:9][CH3:10])[NH:5][C:4](=[O:11])[CH:3]=1.Br[CH2:13][C:14]1[CH:19]=[CH:18][C:17]([C:20]2[C:21]([C:26]#[N:27])=[CH:22][CH:23]=[CH:24][CH:25]=2)=[CH:16][C:15]=1[F:28].C(=O)([O-])[O-].[K+].[K+]. The catalyst is C(#N)C. The product is [F:28][C:15]1[CH:16]=[C:17]([C:20]2[C:21]([C:26]#[N:27])=[CH:22][CH:23]=[CH:24][CH:25]=2)[CH:18]=[CH:19][C:14]=1[CH2:13][N:5]1[C:4](=[O:11])[CH:3]=[C:2]([CH3:1])[N:7]=[C:6]1[CH2:8][CH2:9][CH3:10]. The yield is 0.290. (2) The reactants are [O:1]1[C:5]2([CH2:10][CH2:9][C:8]([C:11]3[CH:19]=[CH:18][C:14]([C:15]([OH:17])=[O:16])=[CH:13][CH:12]=3)=[CH:7][CH2:6]2)[O:4][CH2:3][CH2:2]1. The catalyst is CO.[Pd]. The product is [O:1]1[C:5]2([CH2:10][CH2:9][CH:8]([C:11]3[CH:12]=[CH:13][C:14]([C:15]([OH:17])=[O:16])=[CH:18][CH:19]=3)[CH2:7][CH2:6]2)[O:4][CH2:3][CH2:2]1. The yield is 0.970. (3) The reactants are FC(F)(F)S(O)(=O)=O.[Cl:9][C:10]1[CH:15]=[C:14]([F:16])[CH:13]=[CH:12][C:11]=1[F:17].[I:18]N1C(=O)CCC1=O. No catalyst specified. The product is [Cl:9][C:10]1[CH:15]=[C:14]([F:16])[C:13]([I:18])=[CH:12][C:11]=1[F:17]. The yield is 0.740. (4) The reactants are CN(C(ON1N=NC2C=CC=NC1=2)=[N+](C)C)C.F[P-](F)(F)(F)(F)F.[NH2:25][CH2:26][CH:27]1[CH2:32][CH2:31][O:30][CH2:29][CH2:28]1.[NH2:33][C:34]1[C:35]([C:40](O)=[O:41])=[N:36][CH:37]=[CH:38][CH:39]=1.CCN(C(C)C)C(C)C. The catalyst is CN(C=O)C. The product is [NH2:33][C:34]1[C:35]([C:40]([NH:25][CH2:26][CH:27]2[CH2:32][CH2:31][O:30][CH2:29][CH2:28]2)=[O:41])=[N:36][CH:37]=[CH:38][CH:39]=1. The yield is 0.900. (5) The catalyst is C(Cl)Cl.O. The reactants are CCN(C(C)C)C(C)C.[Br:10][C:11]1[CH:12]=[C:13]([C:27]([O:29][CH3:30])=[O:28])[CH:14]=[C:15]2[C:20]=1[O:19][C:18](S(CC)(=O)=O)=[CH:17][C:16]2=[O:26].Cl.[CH3:32][C@H:33]1[O:38][CH2:37][CH2:36][NH:35][CH2:34]1.Cl. The product is [Br:10][C:11]1[CH:12]=[C:13]([C:27]([O:29][CH3:30])=[O:28])[CH:14]=[C:15]2[C:20]=1[O:19][C:18]([N:35]1[CH2:36][CH2:37][O:38][C@H:33]([CH3:32])[CH2:34]1)=[CH:17][C:16]2=[O:26]. The yield is 0.670. (6) The reactants are [CH2:1]([O:3][C:4]([C@H:6]1[C@@H:11]([NH2:12])[C@H:10]2[CH2:13][C@@H:7]1[CH2:8][CH2:9]2)=[O:5])[CH3:2].[F:14][C:15]1[CH:16]=[C:17]([CH:20]=[CH:21][C:22]=1[CH3:23])[CH:18]=O.C(O)(=O)C.C([BH3-])#N.[Na+]. The catalyst is C(O)C. The product is [CH2:1]([O:3][C:4]([C@H:6]1[C@@H:11]([NH:12][CH2:18][C:17]2[CH:20]=[CH:21][C:22]([CH3:23])=[C:15]([F:14])[CH:16]=2)[C@H:10]2[CH2:13][C@@H:7]1[CH2:8][CH2:9]2)=[O:5])[CH3:2]. The yield is 0.440. (7) The reactants are [Br:1][C:2]1[CH:3]=[CH:4][C:5]2[O:16][C:15]3([CH2:21][CH2:20][CH:19]([O:22][CH3:23])[CH2:18][CH2:17]3)[C:8]3([NH:12][C:11](=S)[C:10]([CH3:14])=[N:9]3)[C:6]=2[CH:7]=1.[NH3:24].CO. No catalyst specified. The product is [Br:1][C:2]1[CH:3]=[CH:4][C:5]2[O:16][C:15]3([CH2:21][CH2:20][CH:19]([O:22][CH3:23])[CH2:18][CH2:17]3)[C:8]3([N:12]=[C:11]([NH2:24])[C:10]([CH3:14])=[N:9]3)[C:6]=2[CH:7]=1. The yield is 0.270.